Regression. Given two drug SMILES strings and cell line genomic features, predict the synergy score measuring deviation from expected non-interaction effect. From a dataset of NCI-60 drug combinations with 297,098 pairs across 59 cell lines. (1) Drug 2: CC12CCC(CC1=CCC3C2CCC4(C3CC=C4C5=CN=CC=C5)C)O. Cell line: HOP-92. Synergy scores: CSS=6.58, Synergy_ZIP=1.34, Synergy_Bliss=5.55, Synergy_Loewe=4.14, Synergy_HSA=3.67. Drug 1: CCCS(=O)(=O)NC1=C(C(=C(C=C1)F)C(=O)C2=CNC3=C2C=C(C=N3)C4=CC=C(C=C4)Cl)F. (2) Drug 1: CN1CCC(CC1)COC2=C(C=C3C(=C2)N=CN=C3NC4=C(C=C(C=C4)Br)F)OC. Drug 2: CNC(=O)C1=NC=CC(=C1)OC2=CC=C(C=C2)NC(=O)NC3=CC(=C(C=C3)Cl)C(F)(F)F. Cell line: U251. Synergy scores: CSS=30.5, Synergy_ZIP=3.60, Synergy_Bliss=1.07, Synergy_Loewe=-0.908, Synergy_HSA=0.494. (3) Drug 1: C1=NC2=C(N=C(N=C2N1C3C(C(C(O3)CO)O)O)F)N. Drug 2: CCCCC(=O)OCC(=O)C1(CC(C2=C(C1)C(=C3C(=C2O)C(=O)C4=C(C3=O)C=CC=C4OC)O)OC5CC(C(C(O5)C)O)NC(=O)C(F)(F)F)O. Cell line: SF-539. Synergy scores: CSS=30.4, Synergy_ZIP=-0.406, Synergy_Bliss=0.526, Synergy_Loewe=-12.7, Synergy_HSA=-1.57. (4) Drug 1: C1=NC2=C(N1)C(=S)N=C(N2)N. Drug 2: CC1=C(C=C(C=C1)C(=O)NC2=CC(=CC(=C2)C(F)(F)F)N3C=C(N=C3)C)NC4=NC=CC(=N4)C5=CN=CC=C5. Cell line: SK-MEL-2. Synergy scores: CSS=8.91, Synergy_ZIP=-4.12, Synergy_Bliss=-5.11, Synergy_Loewe=-7.59, Synergy_HSA=-7.42.